Regression. Given two drug SMILES strings and cell line genomic features, predict the synergy score measuring deviation from expected non-interaction effect. From a dataset of NCI-60 drug combinations with 297,098 pairs across 59 cell lines. (1) Drug 1: CC1C(C(CC(O1)OC2CC(CC3=C2C(=C4C(=C3O)C(=O)C5=C(C4=O)C(=CC=C5)OC)O)(C(=O)CO)O)N)O.Cl. Drug 2: C1=NNC2=C1C(=O)NC=N2. Cell line: HCT-15. Synergy scores: CSS=2.95, Synergy_ZIP=3.09, Synergy_Bliss=-0.169, Synergy_Loewe=-4.03, Synergy_HSA=-3.54. (2) Drug 1: CC1C(C(CC(O1)OC2CC(OC(C2O)C)OC3=CC4=CC5=C(C(=O)C(C(C5)C(C(=O)C(C(C)O)O)OC)OC6CC(C(C(O6)C)O)OC7CC(C(C(O7)C)O)OC8CC(C(C(O8)C)O)(C)O)C(=C4C(=C3C)O)O)O)O. Drug 2: C1C(C(OC1N2C=NC3=C2NC=NCC3O)CO)O. Cell line: MALME-3M. Synergy scores: CSS=15.2, Synergy_ZIP=-0.964, Synergy_Bliss=-2.49, Synergy_Loewe=-25.5, Synergy_HSA=-2.54. (3) Cell line: OVCAR-8. Synergy scores: CSS=30.7, Synergy_ZIP=-10.1, Synergy_Bliss=-3.79, Synergy_Loewe=-83.6, Synergy_HSA=-3.57. Drug 2: COC1=C2C(=CC3=C1OC=C3)C=CC(=O)O2. Drug 1: CCC1=C2CN3C(=CC4=C(C3=O)COC(=O)C4(CC)O)C2=NC5=C1C=C(C=C5)O. (4) Drug 1: C1=CN(C(=O)N=C1N)C2C(C(C(O2)CO)O)O.Cl. Drug 2: CS(=O)(=O)CCNCC1=CC=C(O1)C2=CC3=C(C=C2)N=CN=C3NC4=CC(=C(C=C4)OCC5=CC(=CC=C5)F)Cl. Cell line: HOP-92. Synergy scores: CSS=30.4, Synergy_ZIP=-4.29, Synergy_Bliss=-0.262, Synergy_Loewe=4.16, Synergy_HSA=4.39. (5) Drug 1: C1CCC(CC1)NC(=O)N(CCCl)N=O. Drug 2: CN(CC1=CN=C2C(=N1)C(=NC(=N2)N)N)C3=CC=C(C=C3)C(=O)NC(CCC(=O)O)C(=O)O. Cell line: A498. Synergy scores: CSS=32.5, Synergy_ZIP=-1.86, Synergy_Bliss=-1.25, Synergy_Loewe=-3.66, Synergy_HSA=0.188.